This data is from Catalyst prediction with 721,799 reactions and 888 catalyst types from USPTO. The task is: Predict which catalyst facilitates the given reaction. (1) Reactant: [NH2:1][C:2]1[C:6]2[CH:7]=[CH:8][CH:9]=[C:10]([N+:11]([O-:13])=[O:12])[C:5]=2[S:4][C:3]=1C(OC)=O.CN1CCNCC1. Product: [N+:11]([C:10]1[C:5]2[S:4][CH:3]=[C:2]([NH2:1])[C:6]=2[CH:7]=[CH:8][CH:9]=1)([O-:13])=[O:12]. The catalyst class is: 60. (2) Reactant: [C:1]1([C:7]2[O:11][C:10]([C:12]([OH:14])=O)=[CH:9][CH:8]=2)[CH:6]=[CH:5][CH:4]=[CH:3][CH:2]=1.[CH2:15]([O:17][C:18](=[O:28])[CH2:19][O:20][C:21]1[CH:26]=[CH:25][CH:24]=[C:23]([NH2:27])[CH:22]=1)[CH3:16]. The catalyst class is: 25. Product: [CH2:15]([O:17][C:18](=[O:28])[CH2:19][O:20][C:21]1[CH:26]=[CH:25][CH:24]=[C:23]([NH:27][C:12]([C:10]2[O:11][C:7]([C:1]3[CH:2]=[CH:3][CH:4]=[CH:5][CH:6]=3)=[CH:8][CH:9]=2)=[O:14])[CH:22]=1)[CH3:16]. (3) Reactant: [CH3:1][N:2]1[C:6]2=[CH:7][N:8]=[CH:9][C:10]([C:11]3[CH:16]=[CH:15][C:14]([NH2:17])=[CH:13][CH:12]=3)=[C:5]2[CH:4]=[N:3]1.CN1CCCC1.C([O:27][C:28](=O)[NH:29][C:30]1[CH:35]=[C:34]([O:36][CH2:37][CH3:38])[CH:33]=[CH:32][N:31]=1)(C)=C. Product: [CH2:37]([O:36][C:34]1[CH:33]=[CH:32][N:31]=[C:30]([NH:29][C:28]([NH:17][C:14]2[CH:15]=[CH:16][C:11]([C:10]3[CH:9]=[N:8][CH:7]=[C:6]4[N:2]([CH3:1])[N:3]=[CH:4][C:5]=34)=[CH:12][CH:13]=2)=[O:27])[CH:35]=1)[CH3:38]. The catalyst class is: 1. (4) Reactant: [CH3:1][O:2][C:3](=[O:24])[CH2:4][CH2:5][CH2:6][CH2:7][CH2:8][O:9][C:10]1[CH:15]=[CH:14][C:13]([NH2:16])=[C:12]([NH:17][C:18]2[CH:23]=[CH:22][CH:21]=[CH:20][CH:19]=2)[CH:11]=1.[CH2:25]([N:28]=[C:29]=S)[CH2:26][CH3:27].[Cl-].[NH4+].IC.Cl. Product: [CH3:1][O:2][C:3](=[O:24])[CH2:4][CH2:5][CH2:6][CH2:7][CH2:8][O:9][C:10]1[CH:15]=[CH:14][C:13]2[N:16]=[C:29]([NH:28][CH2:25][CH2:26][CH3:27])[N:17]([C:18]3[CH:19]=[CH:20][CH:21]=[CH:22][CH:23]=3)[C:12]=2[CH:11]=1. The catalyst class is: 24. (5) Reactant: [Br:1][C:2]1[CH:7]=[CH:6][C:5](F)=[CH:4][C:3]=1F.[C:10]1([OH:16])[CH:15]=[CH:14][CH:13]=[CH:12][CH:11]=1.[C:17](=[O:20])([O-])[O-].[K+].[K+]. Product: [Br:1][C:2]1[CH:7]=[CH:6][C:5]([O:16][C:10]2[CH:15]=[CH:14][CH:13]=[CH:12][CH:11]=2)=[CH:4][C:3]=1[O:20][C:17]1[CH:6]=[CH:7][CH:2]=[CH:3][CH:4]=1. The catalyst class is: 37. (6) Reactant: [H-].[Al+3].[Li+].[H-].[H-].[H-].[CH2:7]([O:14][C:15]1[CH:22]=[CH:21][C:18]([C:19]#[N:20])=[C:17]([NH:23][CH2:24][CH2:25][CH2:26][O:27][CH3:28])[CH:16]=1)[C:8]1[CH:13]=[CH:12][CH:11]=[CH:10][CH:9]=1. Product: [NH2:20][CH2:19][C:18]1[CH:21]=[CH:22][C:15]([O:14][CH2:7][C:8]2[CH:13]=[CH:12][CH:11]=[CH:10][CH:9]=2)=[CH:16][C:17]=1[NH:23][CH2:24][CH2:25][CH2:26][O:27][CH3:28]. The catalyst class is: 1. (7) Reactant: [C:1](Cl)(=O)[C:2]([Cl:4])=[O:3].[F:7][C:8]1[C:16]([C:17]([F:20])([F:19])[F:18])=[CH:15][CH:14]=[CH:13]C=1C(O)=O.CN(C=O)C. Product: [F:7][C:8]1[C:16]([C:17]([F:20])([F:19])[F:18])=[CH:15][CH:14]=[CH:13][C:1]=1[C:2]([Cl:4])=[O:3]. The catalyst class is: 2.